The task is: Predict the product of the given reaction.. This data is from Forward reaction prediction with 1.9M reactions from USPTO patents (1976-2016). (1) Given the reactants C(N(CC)CC)C.[CH3:8][C:9]([CH3:19])([CH2:13][CH2:14][CH2:15][CH2:16][CH2:17][CH3:18])[C:10](Cl)=[O:11].[CH2:20]([O:27][C:28]1[CH:33]=[CH:32][C:31]([OH:34])=[CH:30][CH:29]=1)[C:21]1[CH:26]=[CH:25][CH:24]=[CH:23][CH:22]=1.S(O)(O)(=O)=O.NCCNC(N1CCOCC1)=O, predict the reaction product. The product is: [CH3:8][C:9]([CH3:19])([CH2:13][CH2:14][CH2:15][CH2:16][CH2:17][CH3:18])[C:10]([O:34][C:31]1[CH:30]=[CH:29][C:28]([O:27][CH2:20][C:21]2[CH:22]=[CH:23][CH:24]=[CH:25][CH:26]=2)=[CH:33][CH:32]=1)=[O:11]. (2) Given the reactants Cl[C:2]1[CH:7]=[C:6]([C:8]2[CH:13]=[CH:12][CH:11]=[CH:10][CH:9]=2)[N:5]=[C:4]([NH:14][C:15](=[O:29])[CH2:16][CH2:17][C:18]([C:20]2[CH:21]=[CH:22][C:23]3[O:27][CH2:26][CH2:25][C:24]=3[CH:28]=2)=[O:19])[CH:3]=1.C1(C2C=CC=CC=2)C=CC=CC=1P(C1CCCCC1)C1CCCCC1.C(=O)([O-])[O-].[K+].[K+].[CH3:61][O:62][C:63]([C:65]1[CH:66]=[C:67](B(O)O)[CH:68]=[CH:69][CH:70]=1)=[O:64], predict the reaction product. The product is: [O:27]1[C:23]2[CH:22]=[CH:21][C:20]([C:18](=[O:19])[CH2:17][CH2:16][C:15]([NH:14][C:4]3[CH:3]=[C:2]([C:69]4[CH:70]=[C:65]([CH:66]=[CH:67][CH:68]=4)[C:63]([O:62][CH3:61])=[O:64])[CH:7]=[C:6]([C:8]4[CH:13]=[CH:12][CH:11]=[CH:10][CH:9]=4)[N:5]=3)=[O:29])=[CH:28][C:24]=2[CH2:25][CH2:26]1. (3) Given the reactants [CH2:1]([N:3]1[C:7]2[N:8]=[C:9]([C:18]3[CH:23]=[CH:22][C:21]([NH:24][C:25]([NH:27][C:28]4[CH:36]=[CH:35][C:31]([C:32]([OH:34])=O)=[CH:30][CH:29]=4)=[O:26])=[CH:20][CH:19]=3)[N:10]=[C:11]([N:12]3[CH2:17][CH2:16][O:15][CH2:14][CH2:13]3)[C:6]=2[CH:5]=[CH:4]1)[CH3:2].[CH2:37]([N:39]1[CH2:44][CH2:43][NH:42][CH2:41][CH2:40]1)[CH3:38], predict the reaction product. The product is: [CH2:1]([N:3]1[C:7]2[N:8]=[C:9]([C:18]3[CH:23]=[CH:22][C:21]([NH:24][C:25]([NH:27][C:28]4[CH:29]=[CH:30][C:31]([C:32]([N:42]5[CH2:43][CH2:44][N:39]([CH2:37][CH3:38])[CH2:40][CH2:41]5)=[O:34])=[CH:35][CH:36]=4)=[O:26])=[CH:20][CH:19]=3)[N:10]=[C:11]([N:12]3[CH2:13][CH2:14][O:15][CH2:16][CH2:17]3)[C:6]=2[CH:5]=[CH:4]1)[CH3:2]. (4) Given the reactants Br[C:2]1[CH:3]=[C:4]2[C:15]3([CH:19]([CH2:20][O:21][CH3:22])[S:18][C:17]([NH2:23])=[N:16]3)[C:14]3[CH:13]=[C:12]([Cl:24])[N:11]=[CH:10][C:9]=3[O:8][C:5]2=[CH:6][CH:7]=1.P([O-])([O-])([O-])=O.[K+].[K+].[K+].[F:33][C:34]1[C:39](B(O)O)=[CH:38][CH:37]=[CH:36][N:35]=1.O1CCOCC1, predict the reaction product. The product is: [Cl:24][C:12]1[N:11]=[CH:10][C:9]2[O:8][C:5]3[C:4]([C:15]4([CH:19]([CH2:20][O:21][CH3:22])[S:18][C:17]([NH2:23])=[N:16]4)[C:14]=2[CH:13]=1)=[CH:3][C:2]([C:39]1[C:34]([F:33])=[N:35][CH:36]=[CH:37][CH:38]=1)=[CH:7][CH:6]=3. (5) Given the reactants [C:1]([O:5][C:6](=[O:34])[N:7]([C:16]1[S:17][C@:18]2([CH2:32][F:33])[C@H:20]([C@:21]([C:24]3[C:25](F)=[N:26][CH:27]=[C:28]([Br:30])[CH:29]=3)([CH3:23])[N:22]=1)[CH2:19]2)[CH2:8][O:9][CH2:10][CH2:11][Si:12]([CH3:15])([CH3:14])[CH3:13])([CH3:4])([CH3:3])[CH3:2].[CH3:35][O-:36].[Na+], predict the reaction product. The product is: [C:1]([O:5][C:6](=[O:34])[N:7]([C:16]1[S:17][C@:18]2([CH2:32][F:33])[C@H:20]([C@:21]([C:24]3[C:25]([O:36][CH3:35])=[N:26][CH:27]=[C:28]([Br:30])[CH:29]=3)([CH3:23])[N:22]=1)[CH2:19]2)[CH2:8][O:9][CH2:10][CH2:11][Si:12]([CH3:15])([CH3:14])[CH3:13])([CH3:2])([CH3:3])[CH3:4]. (6) Given the reactants B.CSC.[OH:5][CH:6]([C:10]1[CH:15]=[CH:14][CH:13]=[C:12]([S:16]([CH2:18][CH:19]([CH2:23][CH2:24][CH3:25])[CH2:20][CH2:21][CH3:22])=[O:17])[CH:11]=1)[CH2:7][C:8]#[N:9], predict the reaction product. The product is: [NH2:9][CH2:8][CH2:7][CH:6]([C:10]1[CH:15]=[CH:14][CH:13]=[C:12]([S:16]([CH2:18][CH:19]([CH2:23][CH2:24][CH3:25])[CH2:20][CH2:21][CH3:22])=[O:17])[CH:11]=1)[OH:5]. (7) Given the reactants Cl[C:2]1[S:3][C:4]([C:7]#[N:8])=[CH:5][N:6]=1.[F:9][C:10]1[CH:15]=[C:14]([F:16])[CH:13]=[CH:12][C:11]=1[C:17]([OH:34])([CH2:28][N:29]1[CH:33]=[N:32][N:31]=[N:30]1)[C:18]([C:21]1[N:26]=[CH:25][C:24]([OH:27])=[CH:23][CH:22]=1)([F:20])[F:19].C(=O)([O-])[O-].[K+].[K+], predict the reaction product. The product is: [F:9][C:10]1[CH:15]=[C:14]([F:16])[CH:13]=[CH:12][C:11]=1[C:17]([OH:34])([CH2:28][N:29]1[CH:33]=[N:32][N:31]=[N:30]1)[C:18]([C:21]1[N:26]=[CH:25][C:24]([O:27][C:2]2[S:3][C:4]([C:7]#[N:8])=[CH:5][N:6]=2)=[CH:23][CH:22]=1)([F:19])[F:20]. (8) The product is: [CH3:1][N:2]([CH3:16])[S:3]([C:6]1[C:14]2[C:9](=[CH:10][CH:11]=[C:12]([F:15])[CH:13]=2)[N:8]([NH2:17])[CH:7]=1)(=[O:4])=[O:5]. Given the reactants [CH3:1][N:2]([CH3:16])[S:3]([C:6]1[C:14]2[C:9](=[CH:10][CH:11]=[C:12]([F:15])[CH:13]=2)[NH:8][CH:7]=1)(=[O:5])=[O:4].[NH2:17]OS(O)(=O)=O, predict the reaction product. (9) Given the reactants [F:1][C@H:2]1[CH2:6][CH2:5][N:4]([C:7]2[CH:8]=[C:9]([C:13]3[CH:14]=[CH:15][C:16]4[O:17][C:18]([CH3:34])([CH3:33])[CH2:19][N:20]([C:23]([NH:25][C:26]5[CH:27]=[N:28][CH:29]=[C:30]([CH3:32])[CH:31]=5)=[O:24])[C:21]=4[N:22]=3)[CH:10]=[CH:11][CH:12]=2)[CH2:3]1.Cl.F[C@H]1CCNC1, predict the reaction product. The product is: [F:1][C@@H:2]1[CH2:6][CH2:5][N:4]([C:7]2[CH:8]=[C:9]([C:13]3[CH:14]=[CH:15][C:16]4[O:17][C:18]([CH3:34])([CH3:33])[CH2:19][N:20]([C:23]([NH:25][C:26]5[CH:27]=[N:28][CH:29]=[C:30]([CH3:32])[CH:31]=5)=[O:24])[C:21]=4[N:22]=3)[CH:10]=[CH:11][CH:12]=2)[CH2:3]1. (10) Given the reactants [CH2:1]([N:3](CC)[CH2:4][CH3:5])[CH3:2].Cl[C:9]([O:11][CH3:12])=[O:10], predict the reaction product. The product is: [CH3:12][O:11][C:9]([N:3]1[CH2:4][CH:5]=[CH:2][CH2:1]1)=[O:10].